From a dataset of Peptide-MHC class II binding affinity with 134,281 pairs from IEDB. Regression. Given a peptide amino acid sequence and an MHC pseudo amino acid sequence, predict their binding affinity value. This is MHC class II binding data. (1) The peptide sequence is GPVFTFLAYLVLDPL. The MHC is DRB1_0101 with pseudo-sequence DRB1_0101. The binding affinity (normalized) is 0.550. (2) The peptide sequence is EKLTAEHDCLQIVTK. The MHC is DRB1_0101 with pseudo-sequence DRB1_0101. The binding affinity (normalized) is 0.415.